Dataset: Catalyst prediction with 721,799 reactions and 888 catalyst types from USPTO. Task: Predict which catalyst facilitates the given reaction. (1) Reactant: [CH2:1]([C:5]1(O)[CH2:14][CH2:13][C:12]2[C:7](=[C:8]([F:16])[C:9]([F:15])=[CH:10][CH:11]=2)[O:6]1)[CH2:2][CH2:3][CH3:4].Br[CH2:19][C@H:20]1[CH2:25][CH2:24][C@H:23]([CH2:26][CH2:27][CH2:28][CH2:29][CH3:30])[CH2:22][CH2:21]1.C(=O)([O-])[O-:32].[K+].[K+].Cl. Product: [CH2:1]([CH:5]1[CH2:14][CH2:13][C:12]2[C:7](=[C:8]([F:16])[C:9]([F:15])=[C:10]([O:32][CH2:19][C@H:20]3[CH2:25][CH2:24][C@H:23]([CH2:26][CH2:27][CH2:28][CH2:29][CH3:30])[CH2:22][CH2:21]3)[CH:11]=2)[O:6]1)[CH2:2][CH2:3][CH3:4]. The catalyst class is: 3. (2) Reactant: I[C:2]1[N:6]2[CH:7]=[C:8]([C:11]([O:13][CH3:14])=[O:12])[CH:9]=[CH:10][C:5]2=[N:4][CH:3]=1.[CH3:15][O:16][C:17]1[CH:22]=[CH:21][C:20](B(O)O)=[CH:19][CH:18]=1.C(=O)([O-])[O-].[Na+].[Na+].COCCOC. Product: [CH3:15][O:16][C:17]1[CH:22]=[CH:21][C:20]([C:2]2[N:6]3[CH:7]=[C:8]([C:11]([O:13][CH3:14])=[O:12])[CH:9]=[CH:10][C:5]3=[N:4][CH:3]=2)=[CH:19][CH:18]=1. The catalyst class is: 535. (3) The catalyst class is: 13. Reactant: [ClH:1].[OH:2][C@H:3]([CH2:14][C:15]1[CH:20]=[CH:19][CH:18]=[CH:17][CH:16]=1)[C@@H:4]([NH:6]C(=O)OC(C)(C)C)[CH3:5]. Product: [Cl-:1].[OH:2][C@H:3]([CH2:14][C:15]1[CH:20]=[CH:19][CH:18]=[CH:17][CH:16]=1)[C@@H:4]([NH3+:6])[CH3:5]. (4) Reactant: C[C:2]1(C)[O:7][C:6](=[O:8])[CH2:5][C:4](=[O:9])O1.N1[CH:16]=[CH:15][CH:14]=[CH:13]C=1.C1(C(Cl)=O)CCC1.Cl. Product: [CH:13]1([C:4](=[O:9])[CH2:5][C:6]([O:7][CH3:2])=[O:8])[CH2:14][CH2:15][CH2:16]1. The catalyst class is: 22.